This data is from Full USPTO retrosynthesis dataset with 1.9M reactions from patents (1976-2016). The task is: Predict the reactants needed to synthesize the given product. Given the product [F:19][C:20]([F:25])([F:24])[C:21]([N:6]1[CH2:5][CH2:4][C:3]2[C:2]([F:1])=[CH:16][CH:15]=[C:14]([O:17][CH3:18])[C:13]=2[CH2:8][CH2:7]1)=[O:22], predict the reactants needed to synthesize it. The reactants are: [F:1][C:2]1[CH:16]=[CH:15][C:14]([O:17][CH3:18])=[CH:13][C:3]=1[CH2:4][CH2:5][NH:6][CH2:7][CH:8](OC)OC.[F:19][C:20]([F:25])([F:24])[C:21](O)=[O:22].